This data is from Reaction yield outcomes from USPTO patents with 853,638 reactions. The task is: Predict the reaction yield, written as a fraction of the theoretical maximum amount of product (1.0 means a 100% yield; for example, 0.34 means a 34% yield). (1) The yield is 0.680. The reactants are C(OC1C=CC(CCCl)=C([NH:18][C:19]([C:21]2[O:22][C:23]3C=CC(N)=C[C:24]=3[CH:25]=2)=[O:20])C=1)C1C=CC=CC=1.CC[N:33]=C=NCCCN(C)C.O.ON1C2C=CC=CC=2N=N1. The catalyst is CN(C=O)C. The product is [CH2:25]([CH2:21][C:19]([NH2:18])=[O:20])[CH2:24][C:23]([NH2:33])=[O:22]. (2) The reactants are Br[C:2]1[CH:25]=[CH:24][C:5]([O:6][CH2:7][C:8]2[N:12]([C:13]3[C:18]([Cl:19])=[CH:17][CH:16]=[CH:15][C:14]=3[Cl:20])[N:11]=[CH:10][C:9]=2[CH:21]([CH3:23])[CH3:22])=[CH:4][C:3]=1[CH3:26].C([Li])CCC.CN(C)[CH:34]=[O:35].[Cl-].[NH4+]. The catalyst is C1COCC1. The product is [Cl:20][C:14]1[CH:15]=[CH:16][CH:17]=[C:18]([Cl:19])[C:13]=1[N:12]1[C:8]([CH2:7][O:6][C:5]2[CH:24]=[CH:25][C:2]([CH:34]=[O:35])=[C:3]([CH3:26])[CH:4]=2)=[C:9]([CH:21]([CH3:23])[CH3:22])[CH:10]=[N:11]1. The yield is 0.140. (3) The reactants are Cl[CH2:2][CH2:3][CH2:4][N:5]1[C:10]2[CH:11]=[CH:12][C:13]([CH3:15])=[CH:14][C:9]=2[O:8][CH2:7][C:6]1=[O:16].C([O-])([O-])=O.[K+].[K+].[Na+].[I-].[CH2:25]([CH:29]1[CH2:34][CH2:33][NH:32][CH2:31][CH2:30]1)[CH2:26][CH2:27][CH3:28]. The catalyst is CCCCCCC.CCOC(C)=O. The product is [CH2:25]([CH:29]1[CH2:34][CH2:33][N:32]([CH2:2][CH2:3][CH2:4][N:5]2[C:10]3[CH:11]=[CH:12][C:13]([CH3:15])=[CH:14][C:9]=3[O:8][CH2:7][C:6]2=[O:16])[CH2:31][CH2:30]1)[CH2:26][CH2:27][CH3:28]. The yield is 0.790. (4) The reactants are [NH2:1][C:2]1[CH:7]=[CH:6][C:5]([C:8]2[C:16]3[C:11](=[CH:12][C:13]([F:17])=[CH:14][CH:15]=3)[NH:10][CH:9]=2)=[CH:4][C:3]=1[OH:18].[CH2:19](OC(OCC)(OCC)C)[CH3:20]. No catalyst specified. The product is [F:17][C:13]1[CH:12]=[C:11]2[C:16]([C:8]([C:5]3[CH:6]=[CH:7][C:2]4[N:1]=[C:19]([CH3:20])[O:18][C:3]=4[CH:4]=3)=[CH:9][NH:10]2)=[CH:15][CH:14]=1. The yield is 0.300. (5) The reactants are [O:1]1[CH:5]=[CH:4][CH:3]=[C:2]1[C:6](=[NH:29])[NH:7][C:8]1[CH:9]=[CH:10][C:11]2[N:16]([CH2:17][CH2:18][N:19](C)[C:20](=O)OC(C)(C)C)[CH2:15][CH2:14][S:13][C:12]=2[CH:28]=1.FC(F)(F)C(O)=O. The catalyst is C(Cl)Cl. The product is [CH3:20][NH:19][CH2:18][CH2:17][N:16]1[CH2:15][CH2:14][S:13][C:12]2[CH:28]=[C:8]([NH:7][C:6]([C:2]3[O:1][CH:5]=[CH:4][CH:3]=3)=[NH:29])[CH:9]=[CH:10][C:11]1=2. The yield is 0.760. (6) The reactants are C[Al](C)C.[CH:5]([NH2:8])([CH3:7])[CH3:6].CO[C:11](=[O:33])[C:12]1[CH:17]=[CH:16][C:15]([NH:18][CH2:19][C:20]2[C:21]([C:26]3[CH:31]=[CH:30][C:29]([F:32])=[CH:28][CH:27]=3)=[N:22][O:23][C:24]=2[CH3:25])=[N:14][CH:13]=1.C(C(C(C([O-])=O)O)O)([O-])=O.[K+].[Na+]. The catalyst is O1CCOCC1. The product is [F:32][C:29]1[CH:30]=[CH:31][C:26]([C:21]2[C:20]([CH2:19][NH:18][C:15]3[CH:16]=[CH:17][C:12]([C:11]([NH:8][CH:5]([CH3:7])[CH3:6])=[O:33])=[CH:13][N:14]=3)=[C:24]([CH3:25])[O:23][N:22]=2)=[CH:27][CH:28]=1. The yield is 0.700. (7) The reactants are Br[C:2]1[C:7](=[O:8])[N:6]([CH2:9][C:10]2[CH:15]=[CH:14][C:13]([C:16]3[C:17]([C:22]#[N:23])=[CH:18][CH:19]=[CH:20][CH:21]=3)=[CH:12][CH:11]=2)[C:5]([CH2:24][CH2:25][CH3:26])=[N:4][C:3]=1[CH2:27][CH3:28].[F:29][C:30]1[CH:35]=[C:34]([O:36][CH:37]([CH3:39])[CH3:38])[CH:33]=[CH:32][C:31]=1B(O)O.C(=O)([O-])[O-].[Cs+].[Cs+]. The catalyst is O1CCOCC1.C(OCC)(=O)C.C1C=CC(P(C2C=CC=CC=2)[C-]2C=CC=C2)=CC=1.C1C=CC(P(C2C=CC=CC=2)[C-]2C=CC=C2)=CC=1.Cl[Pd]Cl.[Fe+2]. The product is [CH2:27]([C:3]1[N:4]=[C:5]([CH2:24][CH2:25][CH3:26])[N:6]([CH2:9][C:10]2[CH:11]=[CH:12][C:13]([C:16]3[C:17]([C:22]#[N:23])=[CH:18][CH:19]=[CH:20][CH:21]=3)=[CH:14][CH:15]=2)[C:7](=[O:8])[C:2]=1[C:31]1[CH:32]=[CH:33][C:34]([O:36][CH:37]([CH3:38])[CH3:39])=[CH:35][C:30]=1[F:29])[CH3:28]. The yield is 0.590.